This data is from Forward reaction prediction with 1.9M reactions from USPTO patents (1976-2016). The task is: Predict the product of the given reaction. Given the reactants [N+:1]([C:4]1[CH:12]=[C:11]2[C:7]([CH:8]=[CH:9][NH:10]2)=[CH:6][CH:5]=1)([O-])=O.[C:13](OC(=O)C)(=[O:15])[CH3:14].C([O-])=O.[NH4+], predict the reaction product. The product is: [NH2:1][C:4]1[CH:12]=[C:11]2[C:7]([CH:8]=[CH:9][N:10]2[C:13](=[O:15])[CH3:14])=[CH:6][CH:5]=1.